This data is from Peptide-MHC class II binding affinity with 134,281 pairs from IEDB. The task is: Regression. Given a peptide amino acid sequence and an MHC pseudo amino acid sequence, predict their binding affinity value. This is MHC class II binding data. (1) The peptide sequence is GTGSLVITASMSGHI. The MHC is HLA-DQA10401-DQB10402 with pseudo-sequence HLA-DQA10401-DQB10402. The binding affinity (normalized) is 0.208. (2) The peptide sequence is VTYALNTITNLKVQLKK. The MHC is DRB3_0101 with pseudo-sequence DRB3_0101. The binding affinity (normalized) is 0.405. (3) The peptide sequence is KVSFEPIPIHYCAPAGFA. The MHC is HLA-DPA10301-DPB10402 with pseudo-sequence HLA-DPA10301-DPB10402. The binding affinity (normalized) is 0.454. (4) The peptide sequence is SDYVYEPFPKRVWEQ. The MHC is HLA-DQA10102-DQB10602 with pseudo-sequence HLA-DQA10102-DQB10602. The binding affinity (normalized) is 0.0917. (5) The peptide sequence is AFILDGDNLFAKV. The MHC is DRB1_0401 with pseudo-sequence DRB1_0401. The binding affinity (normalized) is 0.171. (6) The peptide sequence is YDKFLANVSCVLTGK. The MHC is DRB1_0802 with pseudo-sequence DRB1_0802. The binding affinity (normalized) is 0.589. (7) The peptide sequence is SKNDLSDILKTLTSE. The MHC is DRB1_0101 with pseudo-sequence DRB1_0101. The binding affinity (normalized) is 0.589.